From a dataset of Catalyst prediction with 721,799 reactions and 888 catalyst types from USPTO. Predict which catalyst facilitates the given reaction. The catalyst class is: 1. Reactant: [CH3:1][N:2]1[CH2:7][CH2:6][CH:5]([OH:8])[CH2:4][CH2:3]1.[H-].[Na+].Br[CH2:12][C:13]#[CH:14]. Product: [CH3:1][N:2]1[CH2:7][CH2:6][CH:5]([O:8][CH2:14][C:13]#[CH:12])[CH2:4][CH2:3]1.